From a dataset of M1 muscarinic receptor antagonist screen with 61,756 compounds. Binary Classification. Given a drug SMILES string, predict its activity (active/inactive) in a high-throughput screening assay against a specified biological target. (1) The drug is s1c(c(c(c1NC(=O)CSc1ncccn1)C#N)C)C(OCC)=O. The result is 0 (inactive). (2) The drug is S(=O)(=O)(Nc1c(OCC)cccc1)c1c(onc1C)C. The result is 0 (inactive). (3) The drug is o1c2c(c(CC(=O)NCc3occc3)c1)c(cc(c2)C)C. The result is 0 (inactive). (4) The drug is P(=O)(C1(CC1)C#N)(c1ccccc1)c1ccccc1. The result is 0 (inactive). (5) The drug is s1c2c(CCCC2=O)c(c1NC(=O)CN1CCOCC1)C(OCC)=O. The result is 0 (inactive).